Task: Predict the reaction yield, written as a fraction of the theoretical maximum amount of product (1.0 means a 100% yield; for example, 0.34 means a 34% yield).. Dataset: Reaction yield outcomes from USPTO patents with 853,638 reactions (1) The reactants are [O:1]1[C:5]2[CH:6]=[CH:7][C:8]([C:10]3([C:13]([NH:15][C:16]4[CH:21]=[CH:20][C:19]([CH3:22])=[C:18](Br)[CH:17]=4)=[O:14])[CH2:12][CH2:11]3)=[CH:9][C:4]=2[O:3][CH2:2]1.[CH3:24][C:25]1([CH3:41])[C:29]([CH3:31])([CH3:30])[O:28][B:27]([B:27]2[O:28][C:29]([CH3:31])([CH3:30])[C:25]([CH3:41])([CH3:24])[O:26]2)[O:26]1.CC([O-])=O.[K+]. The catalyst is C1C=CC(P(C2C=CC=CC=2)[C-]2C=CC=C2)=CC=1.C1C=CC(P(C2C=CC=CC=2)[C-]2C=CC=C2)=CC=1.Cl[Pd]Cl.[Fe+2].CN(C=O)C. The product is [O:1]1[C:5]2[CH:6]=[CH:7][C:8]([C:10]3([C:13]([NH:15][C:16]4[CH:21]=[CH:20][C:19]([CH3:22])=[C:18]([B:27]5[O:28][C:29]([CH3:31])([CH3:30])[C:25]([CH3:41])([CH3:24])[O:26]5)[CH:17]=4)=[O:14])[CH2:12][CH2:11]3)=[CH:9][C:4]=2[O:3][CH2:2]1. The yield is 0.270. (2) The reactants are Cl[CH2:2][C:3]1[C:12]([C:13]2[CH:18]=[CH:17][C:16]([O:19][CH2:20][O:21][CH3:22])=[CH:15][C:14]=2[O:23][CH3:24])=[CH:11][CH:10]=[C:9]2[C:4]=1[C:5]([CH3:27])=[CH:6][C:7]([CH3:26])([CH3:25])[NH:8]2.[CH3:28][O:29][C:30]1[CH:36]=[CH:35][CH:34]=[CH:33][C:31]=1[NH2:32].C(=O)([O-])[O-].[K+].[K+].C(OCC)(=O)C. The catalyst is CN(C)C=O.O. The product is [CH3:24][O:23][C:14]1[CH:15]=[C:16]([O:19][CH2:20][O:21][CH3:22])[CH:17]=[CH:18][C:13]=1[C:12]1[C:3]([CH2:2][NH:32][C:31]2[CH:33]=[CH:34][CH:35]=[CH:36][C:30]=2[O:29][CH3:28])=[C:4]2[C:9](=[CH:10][CH:11]=1)[NH:8][C:7]([CH3:25])([CH3:26])[CH:6]=[C:5]2[CH3:27]. The yield is 0.610. (3) The reactants are [OH:1][CH2:2][C:3]1[N:4]=[C:5]([C:13]2[CH:18]=[CH:17][C:16]([C:19]([F:22])([F:21])[F:20])=[CH:15][CH:14]=2)[S:6][C:7]=1[C:8]([O:10][CH2:11][CH3:12])=[O:9].[O:23]1[CH:28]=[CH:27][CH2:26][CH2:25][CH2:24]1.C1(C)C=CC(S([O-])(=O)=O)=CC=1.[NH+]1C=CC=CC=1. The catalyst is C(Cl)Cl. The product is [O:23]1[CH2:28][CH2:27][CH2:26][CH2:25][CH:24]1[O:1][CH2:2][C:3]1[N:4]=[C:5]([C:13]2[CH:18]=[CH:17][C:16]([C:19]([F:22])([F:21])[F:20])=[CH:15][CH:14]=2)[S:6][C:7]=1[C:8]([O:10][CH2:11][CH3:12])=[O:9]. The yield is 0.640. (4) The reactants are [Cl:1][C:2]1[CH:3]=[C:4]2[C:8](=[CH:9][CH:10]=1)[N:7]([CH3:11])[C:6]([CH:12]([NH:19][C:20]1[CH:28]=[CH:27][C:23]([C:24]([OH:26])=O)=[CH:22][CH:21]=1)[CH2:13][CH2:14][CH2:15][CH2:16][CH2:17][CH3:18])=[CH:5]2.Cl.[CH2:30]([O:32][C:33](=[O:37])[CH2:34][CH2:35][NH2:36])[CH3:31].O.ON1C2C=CC=CC=2N=N1.Cl.C(N=C=NCCCN(C)C)C.[Cl-].[NH4+]. The catalyst is CN(C)C=O.C(N(CC)CC)C. The product is [Cl:1][C:2]1[CH:3]=[C:4]2[C:8](=[CH:9][CH:10]=1)[N:7]([CH3:11])[C:6]([CH:12]([NH:19][C:20]1[CH:28]=[CH:27][C:23]([C:24]([NH:36][CH2:35][CH2:34][C:33]([O:32][CH2:30][CH3:31])=[O:37])=[O:26])=[CH:22][CH:21]=1)[CH2:13][CH2:14][CH2:15][CH2:16][CH2:17][CH3:18])=[CH:5]2. The yield is 0.930. (5) The reactants are [Cl:1][C:2]1[CH:7]=[CH:6][C:5]([S:8]([CH2:11][C:12](O)=O)(=[O:10])=[O:9])=[CH:4][CH:3]=1.[Br:15][C:16]1[CH:23]=[CH:22][C:19](C=O)=[CH:18][CH:17]=1. No catalyst specified. The product is [Cl:1][C:2]1[CH:7]=[CH:6][C:5]([S:8](/[CH:11]=[CH:12]/[C:19]2[CH:22]=[CH:23][C:16]([Br:15])=[CH:17][CH:18]=2)(=[O:10])=[O:9])=[CH:4][CH:3]=1. The yield is 0.800. (6) The product is [Br:29][C:30]1[CH:35]=[CH:34][CH:33]=[CH:32][C:31]=1[N:20]1[CH2:19][CH2:18][O:17][C:16]2[CH:21]=[C:12]([S:9]([N:8]([CH2:7][C:6]3[CH:5]=[CH:4][C:3]([O:2][CH3:1])=[CH:28][CH:27]=3)[C:22]3[S:23][CH:24]=[CH:25][N:26]=3)(=[O:11])=[O:10])[CH:13]=[CH:14][C:15]1=2. The reactants are [CH3:1][O:2][C:3]1[CH:28]=[CH:27][C:6]([CH2:7][N:8]([C:22]2[S:23][CH:24]=[CH:25][N:26]=2)[S:9]([C:12]2[CH:13]=[CH:14][C:15]3[NH:20][CH2:19][CH2:18][O:17][C:16]=3[CH:21]=2)(=[O:11])=[O:10])=[CH:5][CH:4]=1.[Br:29][C:30]1[CH:35]=[CH:34][CH:33]=[CH:32][C:31]=1I.CC1(C)C2C(=C(P(C3C=CC=CC=3)C3C=CC=CC=3)C=CC=2)OC2C(P(C3C=CC=CC=3)C3C=CC=CC=3)=CC=CC1=2.CC(C)([O-])C.[Na+]. The yield is 0.882. The catalyst is C1(C)C=CC=CC=1.O.